This data is from Reaction yield outcomes from USPTO patents with 853,638 reactions. The task is: Predict the reaction yield, written as a fraction of the theoretical maximum amount of product (1.0 means a 100% yield; for example, 0.34 means a 34% yield). (1) The reactants are [Br:1][C:2]1[CH:3]=[C:4]([OH:12])[C:5]2[O:10][CH2:9][CH2:8][O:7][C:6]=2[CH:11]=1.[C:13](Cl)(=[O:15])[CH3:14]. The catalyst is C(Cl)Cl. The product is [C:13]([O:12][C:4]1[C:5]2[O:10][CH2:9][CH2:8][O:7][C:6]=2[CH:11]=[C:2]([Br:1])[CH:3]=1)(=[O:15])[CH3:14]. The yield is 0.915. (2) The reactants are [CH3:1][Si:2]([CH3:39])([CH3:38])[CH2:3][CH2:4][O:5][CH2:6][N:7]([CH2:30][O:31][CH2:32][CH2:33][Si:34]([CH3:37])([CH3:36])[CH3:35])[C:8]1[N:13]2[N:14]=[CH:15][C:16]([C:17]3[CH:18]=[N:19][C:20]4[C:25]([CH:26]=3)=[CH:24][C:23]([F:27])=[CH:22][CH:21]=4)=[C:12]2[N:11]=[C:10]([CH:28]=[O:29])[CH:9]=1.[CH2:40]1COCC1.C[Mg]Br.CCOCC. The catalyst is O. The product is [CH3:1][Si:2]([CH3:39])([CH3:38])[CH2:3][CH2:4][O:5][CH2:6][N:7]([CH2:30][O:31][CH2:32][CH2:33][Si:34]([CH3:37])([CH3:36])[CH3:35])[C:8]1[N:13]2[N:14]=[CH:15][C:16]([C:17]3[CH:18]=[N:19][C:20]4[C:25]([CH:26]=3)=[CH:24][C:23]([F:27])=[CH:22][CH:21]=4)=[C:12]2[N:11]=[C:10]([CH:28]([OH:29])[CH3:40])[CH:9]=1. The yield is 0.600. (3) The reactants are [CH:1]1([CH2:4][N:5]2[CH2:24][CH2:23][C@:12]34[C:13]5[C:14]6[O:22][C@H:11]3[C:10](=[O:25])[CH2:9][CH2:8][C@@:7]4([OH:26])[C@H:6]2[CH2:19][C:18]=5[CH:17]=[CH:16][C:15]=6[C:20]#[N:21])[CH2:3][CH2:2]1.C(=O)([O-])[O-:28].[K+].[K+].OO. The catalyst is CS(C)=O.C(Cl)Cl. The product is [CH:1]1([CH2:4][N:5]2[CH2:24][CH2:23][C@:12]34[C:13]5[C:14]6[O:22][C@H:11]3[C:10](=[O:25])[CH2:9][CH2:8][C@@:7]4([OH:26])[C@H:6]2[CH2:19][C:18]=5[CH:17]=[CH:16][C:15]=6[C:20]([NH2:21])=[O:28])[CH2:3][CH2:2]1. The yield is 0.710. (4) The reactants are [CH:1]1([C:6]2[C:10]3[CH2:11][NH:12][CH2:13][CH2:14][C:9]=3[NH:8][N:7]=2)[CH2:5][CH2:4][CH2:3][CH2:2]1.[Cl:15][C:16]1[CH:21]=[CH:20][CH:19]=[C:18]([N:22]=[C:23]=[O:24])[CH:17]=1.O. The catalyst is C(Cl)Cl. The product is [Cl:15][C:16]1[CH:17]=[C:18]([NH:22][C:23]([N:12]2[CH2:13][CH2:14][C:9]3[NH:8][N:7]=[C:6]([CH:1]4[CH2:2][CH2:3][CH2:4][CH2:5]4)[C:10]=3[CH2:11]2)=[O:24])[CH:19]=[CH:20][CH:21]=1. The yield is 0.492.